Dataset: NCI-60 drug combinations with 297,098 pairs across 59 cell lines. Task: Regression. Given two drug SMILES strings and cell line genomic features, predict the synergy score measuring deviation from expected non-interaction effect. Drug 1: CC(C1=C(C=CC(=C1Cl)F)Cl)OC2=C(N=CC(=C2)C3=CN(N=C3)C4CCNCC4)N. Cell line: SNB-75. Synergy scores: CSS=9.66, Synergy_ZIP=-2.56, Synergy_Bliss=-2.10, Synergy_Loewe=-4.11, Synergy_HSA=-2.19. Drug 2: C1=CC=C(C=C1)NC(=O)CCCCCCC(=O)NO.